Task: Predict the product of the given reaction.. Dataset: Forward reaction prediction with 1.9M reactions from USPTO patents (1976-2016) (1) Given the reactants [CH2:1]([C:5]1[CH:13]=[CH:12][C:8]([C:9]([NH2:11])=[O:10])=[CH:7][C:6]=1[N:14]=[C:15]=[S:16])[CH:2]([CH3:4])[CH3:3].[NH2:17][C:18]1[C:26]2[N:25]=[CH:24][N:23]([CH3:27])[C:22]=2[CH:21]=[CH:20][CH:19]=1.COC1C=CN=CC=1NC(NC1C2N=CN(C)C=2C=CC=1)=S, predict the reaction product. The product is: [CH2:1]([C:5]1[CH:13]=[CH:12][C:8]([C:9]([NH2:11])=[O:10])=[CH:7][C:6]=1[NH:14][C:15]([NH:17][C:18]1[C:26]2[N:25]=[CH:24][N:23]([CH3:27])[C:22]=2[CH:21]=[CH:20][CH:19]=1)=[S:16])[CH:2]([CH3:4])[CH3:3]. (2) Given the reactants [OH:1][C:2]1[CH:7]=[CH:6][CH:5]=[CH:4][C:3]=1[C:8](=[O:10])[CH3:9].[C:11]1(=O)[CH2:16][CH2:15][CH2:14][CH2:13][CH2:12]1.N1CCCC1, predict the reaction product. The product is: [C:11]12([CH2:9][C:8](=[O:10])[C:3]3[C:2](=[CH:7][CH:6]=[CH:5][CH:4]=3)[O:1]1)[CH2:16][CH2:15][CH2:14][CH2:13][CH2:12]2. (3) Given the reactants [F:1][C:2]1[CH:11]=[CH:10][C:5]([C:6]([O:8][CH3:9])=[O:7])=[C:4]([OH:12])[CH:3]=1.[CH2:13](Br)[C:14]#[CH:15].C(=O)([O-])[O-].[K+].[K+], predict the reaction product. The product is: [F:1][C:2]1[CH:11]=[CH:10][C:5]([C:6]([O:8][CH3:9])=[O:7])=[C:4]([O:12][CH2:15][C:14]#[CH:13])[CH:3]=1. (4) Given the reactants [CH3:1][C@H:2]1[CH2:6][CH2:5][CH2:4][N:3]1[CH:7]1[CH2:11][CH2:10][C@H:9]([C:12]2[CH:17]=[CH:16][C:15]([NH2:18])=[CH:14][CH:13]=2)[CH2:8]1.[F:19][C:20]([F:32])([F:31])[O:21][C:22]1[CH:30]=[CH:29][CH:28]=[CH:27][C:23]=1[C:24](Cl)=[O:25], predict the reaction product. The product is: [CH3:1][C@H:2]1[CH2:6][CH2:5][CH2:4][N:3]1[CH:7]1[CH2:11][CH2:10][C@H:9]([C:12]2[CH:17]=[CH:16][C:15]([NH:18][C:24](=[O:25])[C:23]3[CH:27]=[CH:28][CH:29]=[CH:30][C:22]=3[O:21][C:20]([F:19])([F:31])[F:32])=[CH:14][CH:13]=2)[CH2:8]1.